Dataset: Full USPTO retrosynthesis dataset with 1.9M reactions from patents (1976-2016). Task: Predict the reactants needed to synthesize the given product. (1) Given the product [C:13]1([CH:19]([C:48]#[CH:49])[CH2:20][N:21]([CH2:34][CH2:35][CH2:36][O:37][C:38]2[CH2:39][C:40](=[CH:44][C:45]([OH:47])=[O:46])[CH:41]=[CH:42][CH:43]=2)[CH2:22][C:23]2[CH:28]=[CH:27][CH:26]=[C:25]([C:29]([F:30])([F:32])[F:31])[C:24]=2[Cl:33])[CH:14]=[CH:15][CH:16]=[CH:17][CH:18]=1, predict the reactants needed to synthesize it. The reactants are: C(C1C=CC=CC=1CCN)#C.Cl.[C:13]1([CH:19]([CH2:48][CH:49](C)C)[CH2:20][N:21]([CH2:34][CH2:35][CH2:36][O:37][C:38]2[CH2:39][C:40](=[CH:44][C:45]([OH:47])=[O:46])[CH:41]=[CH:42][CH:43]=2)[CH2:22][C:23]2[CH:28]=[CH:27][CH:26]=[C:25]([C:29]([F:32])([F:31])[F:30])[C:24]=2[Cl:33])[CH:18]=[CH:17][CH:16]=[CH:15][CH:14]=1. (2) The reactants are: [CH3:1][O:2][CH2:3][C:4]1[CH:5]=[C:6]([C:10]2[O:14]C=[N:12][C:11]=2[C:15]([O:17][CH3:18])=[O:16])[CH:7]=[CH:8][CH:9]=1.C(Cl)(=O)C. Given the product [NH2:12][CH:11]([C:10]([C:6]1[CH:7]=[CH:8][CH:9]=[C:4]([CH2:3][O:2][CH3:1])[CH:5]=1)=[O:14])[C:15]([O:17][CH3:18])=[O:16], predict the reactants needed to synthesize it. (3) Given the product [CH2:14]([O:12][C:11](=[O:13])[CH2:10][CH2:9][CH2:8][CH2:7][CH2:6][CH2:5][CH2:4][CH2:3][CH2:2][OH:1])[CH3:15], predict the reactants needed to synthesize it. The reactants are: [OH:1][CH2:2][CH2:3][CH2:4][CH2:5][CH2:6][CH2:7][CH2:8][CH2:9][CH2:10][C:11]([OH:13])=[O:12].[CH2:14](Br)[CH3:15].C(=O)([O-])[O-].[Li+].[Li+]. (4) Given the product [Cl:14][C:15]1[CH:20]=[CH:19][CH:18]=[CH:17][C:16]=1[N:21]1[C:4]([OH:12])=[CH:5][C:6]([C:7]([F:8])([F:9])[F:10])=[N:22]1, predict the reactants needed to synthesize it. The reactants are: C(O[C:4](=[O:12])[CH2:5][C:6](=O)[C:7]([F:10])([F:9])[F:8])C.Cl.[Cl:14][C:15]1[CH:20]=[CH:19][CH:18]=[CH:17][C:16]=1[NH:21][NH2:22].